This data is from Rat liver microsome stability data. The task is: Regression/Classification. Given a drug SMILES string, predict its absorption, distribution, metabolism, or excretion properties. Task type varies by dataset: regression for continuous measurements (e.g., permeability, clearance, half-life) or binary classification for categorical outcomes (e.g., BBB penetration, CYP inhibition). Dataset: rlm. The molecule is O=C(Nc1nc(-c2ccccn2)cs1)c1cccc(S(=O)(=O)N2CCOCC2)c1. The result is 1 (stable in rat liver microsomes).